Task: Predict which catalyst facilitates the given reaction.. Dataset: Catalyst prediction with 721,799 reactions and 888 catalyst types from USPTO (1) Reactant: [OH:1][CH:2]([CH3:15])[CH:3]([NH:5][C:6]1[S:7][CH:8]=[C:9]([C:11]([O:13]C)=[O:12])[N:10]=1)[CH3:4].[OH-].[Li+]. The catalyst class is: 20. Product: [OH:1][CH:2]([CH3:15])[CH:3]([NH:5][C:6]1[S:7][CH:8]=[C:9]([C:11]([OH:13])=[O:12])[N:10]=1)[CH3:4]. (2) Reactant: C[O:2][CH:3](OC)[C:4]1[CH:5]=[C:6]2[C:11](=[CH:12][CH:13]=1)[N:10]=[CH:9][N:8]([C:14]1[CH:15]=[C:16]([CH:22]=[CH:23][C:24]=1[CH3:25])[C:17]([NH:19][O:20][CH3:21])=[O:18])[C:7]2=[O:26].Cl. Product: [CH:3]([C:4]1[CH:5]=[C:6]2[C:11](=[CH:12][CH:13]=1)[N:10]=[CH:9][N:8]([C:14]1[CH:15]=[C:16]([CH:22]=[CH:23][C:24]=1[CH3:25])[C:17]([NH:19][O:20][CH3:21])=[O:18])[C:7]2=[O:26])=[O:2]. The catalyst class is: 21.